This data is from Catalyst prediction with 721,799 reactions and 888 catalyst types from USPTO. The task is: Predict which catalyst facilitates the given reaction. (1) Reactant: Cl[C:2]1[C:7]([C:8]2[C:9]([F:15])=[N:10][CH:11]=[C:12]([CH3:14])[CH:13]=2)=[C:6]([N+:16]([O-:18])=[O:17])[C:5]([CH3:19])=[C:4]([C:20]([F:23])([F:22])[F:21])[CH:3]=1.[CH2:24]([S:26]([C:29]1[CH:30]=[C:31](B(O)O)[CH:32]=[CH:33][CH:34]=1)(=[O:28])=[O:27])[CH3:25].C1(P(C2CCCCC2)C2CCCCC2)CCCCC1.C([O-])([O-])=O.[Cs+].[Cs+]. Product: [CH2:24]([S:26]([C:29]1[CH:34]=[C:33]([C:2]2[CH:3]=[C:4]([C:20]([F:23])([F:21])[F:22])[C:5]([CH3:19])=[C:6]([N+:16]([O-:18])=[O:17])[C:7]=2[C:8]2[C:9]([F:15])=[N:10][CH:11]=[C:12]([CH3:14])[CH:13]=2)[CH:32]=[CH:31][CH:30]=1)(=[O:27])=[O:28])[CH3:25]. The catalyst class is: 12. (2) Reactant: [C:1]([O-:4])([O-])=O.[Cs+].[Cs+].Cl[C:8]1[N:13]=[C:12]([N:14]2[C:18]3=[CH:19][N:20]=[C:21]([C:23]4[C:28]([CH3:29])=[CH:27][CH:26]=[CH:25][C:24]=4[CH3:30])[CH:22]=[C:17]3[C:16]([CH:31]([OH:37])[CH:32]([CH2:35][CH3:36])[CH2:33][CH3:34])=[CH:15]2)[CH:11]=[C:10]([CH2:38][CH3:39])[N:9]=1. Product: [CH3:30][C:24]1[CH:25]=[CH:26][CH:27]=[C:28]([CH3:29])[C:23]=1[C:21]1[CH:22]=[C:17]2[C:16]([CH:31]([OH:37])[CH:32]([CH2:33][CH3:34])[CH2:35][CH3:36])=[CH:15][N:14]([C:12]3[CH:11]=[C:10]([CH2:38][CH3:39])[N:9]=[C:8]([O:4][CH3:1])[N:13]=3)[C:18]2=[CH:19][N:20]=1. The catalyst class is: 5. (3) Reactant: C([O:3][C:4](=[O:33])[C:5]1[CH:10]=[CH:9][C:8]([O:11][C@H:12]2[CH2:17][CH2:16][C@@H:15]([NH:18][C:19]([NH:21][C:22]3[CH:27]=[CH:26][C:25]([O:28][C:29]([F:32])([F:31])[F:30])=[CH:24][CH:23]=3)=[O:20])[CH2:14][CH2:13]2)=[CH:7][CH:6]=1)C.[OH-].[Li+].O. Product: [F:30][C:29]([F:31])([F:32])[O:28][C:25]1[CH:24]=[CH:23][C:22]([NH:21][C:19](=[O:20])[NH:18][C@@H:15]2[CH2:16][CH2:17][C@H:12]([O:11][C:8]3[CH:7]=[CH:6][C:5]([C:4]([OH:33])=[O:3])=[CH:10][CH:9]=3)[CH2:13][CH2:14]2)=[CH:27][CH:26]=1. The catalyst class is: 23. (4) Reactant: [Cl:1][CH2:2][C:3]1[C:4]([C:14]2[C:22]3[C:17](=[C:18]([O:23][CH3:24])[CH:19]=[CH:20][CH:21]=3)[N:16]([CH2:25][CH:26]3[CH2:31][CH2:30][CH2:29][CH2:28][CH2:27]3)[CH:15]=2)=[N:5][S:6][C:7]=1[CH2:8]OS(C)(=O)=O.[CH2:32]([NH2:34])[CH3:33].C(N(CC)CC)C. Product: [ClH:1].[CH:26]1([CH2:25][N:16]2[C:17]3[C:22](=[CH:21][CH:20]=[CH:19][C:18]=3[O:23][CH3:24])[C:14]([C:4]3[C:3]4[CH2:2][N:34]([CH2:32][CH3:33])[CH2:8][C:7]=4[S:6][N:5]=3)=[CH:15]2)[CH2:31][CH2:30][CH2:29][CH2:28][CH2:27]1. The catalyst class is: 217. (5) Reactant: [CH3:1][O:2][C:3]1[CH:15]=[CH:14][C:6]([NH:7][C:8]2[CH:13]=[CH:12][CH:11]=[CH:10][N:9]=2)=[C:5]([NH2:16])[CH:4]=1.[S:17]1[CH:21]=[CH:20][C:19](/[CH:22]=[CH:23]/[C:24](Cl)=O)=[CH:18]1.N1C=CC=CC=1N1C2C=CC=CC=2N=C1/C=C/C1C=CC=CC=1.[C:50]([OH:55])(=[O:54])[C:51]([OH:53])=[O:52]. Product: [C:50]([OH:55])(=[O:54])[C:51]([OH:53])=[O:52].[CH3:1][O:2][C:3]1[CH:15]=[CH:14][C:6]2[N:7]([C:8]3[CH:13]=[CH:12][CH:11]=[CH:10][N:9]=3)[C:24](/[CH:23]=[CH:22]/[C:19]3[CH:20]=[CH:21][S:17][CH:18]=3)=[N:16][C:5]=2[CH:4]=1. The catalyst class is: 13. (6) Reactant: [O:1]1[CH2:6][CH2:5][CH2:4][CH2:3][CH:2]1[N:7]1[CH:11]=[CH:10][C:9]([C:12]([C:14]2[CH:31]=[CH:30][C:17]3[N:18]([CH2:22][O:23][CH2:24][CH2:25][Si:26]([CH3:29])([CH3:28])[CH3:27])[C:19](=[O:21])[S:20][C:16]=3[CH:15]=2)=[CH2:13])=[N:8]1.[H][H]. Product: [O:1]1[CH2:6][CH2:5][CH2:4][CH2:3][CH:2]1[N:7]1[CH:11]=[CH:10][C:9]([CH:12]([C:14]2[CH:31]=[CH:30][C:17]3[N:18]([CH2:22][O:23][CH2:24][CH2:25][Si:26]([CH3:29])([CH3:28])[CH3:27])[C:19](=[O:21])[S:20][C:16]=3[CH:15]=2)[CH3:13])=[N:8]1. The catalyst class is: 29.